This data is from Experimentally validated miRNA-target interactions with 360,000+ pairs, plus equal number of negative samples. The task is: Binary Classification. Given a miRNA mature sequence and a target amino acid sequence, predict their likelihood of interaction. (1) Result: 1 (interaction). The protein sequence of the target gene is MQAIKCVVVGDGAVGKTCLLISYTTNAFPGEYIPTVFDNYSANVMVDGKPVNLGLWDTAGQEDYDRLRPLSYPQTDVFLICFSLVSPASFENVRAKWYPEVRHHCPNTPIILVGTKLDLRDDKDTIEKLKEKKLTPITYPQGLAMAKEIGAVKYLECSALTQRGLKTVFDEAIRAVLCPPPVKKRKRKCLLL. The miRNA is hsa-miR-5572 with sequence GUUGGGGUGCAGGGGUCUGCU. (2) The miRNA is mmu-miR-222-3p with sequence AGCUACAUCUGGCUACUGGGUCU. The protein sequence of the target gene is MAAVQVVGSWPSVQPREAPREAIPERGNGFRLLSARLCALRPDDSSSARTEIHLLFDQLISENYSEGSGVAPEDVSALLVQACRLVPLNQNHLVSKVSQLIHHLLNRLQVIVDEQHLDFLLAYTISAIHQCSSWTHREILQALAALVYCNGSKCQKYLPELLGNTGLLMKLSDLAQSDPEVRRAAVHCMANLCLSVPGQPYLEEPYQNVCFQAFLTILQSPKSSDMDDITFCMLLQNALKGIQSLLNGGRMKLTQTDELGALLAVLKKFMFHGLPGLNIEMPTVLYPTPLPQYDGRTPIK.... Result: 0 (no interaction). (3) The miRNA is hsa-miR-196b-5p with sequence UAGGUAGUUUCCUGUUGUUGGG. The protein sequence of the target gene is MERLGEKASRLLEKFGRRKGESSRSGSDGTPGPGKGRLSGLGGPRKSGPRGATGGPGDEPLEPAREQGSLDAERNQRGSFEAPRYEGSFPAGPPPTRALPLPQSLPPDFRLEPTAPALSPRSSFASSSASDASKPSSPRGSLLLDGAGAGGAGGSRPCSNRTSGISMGYDQRHGSPLPAGPCLFGPPLAGAPAGYSPGGVPSAYPELHAALDRLYAQRPAGFGCQESRHSYPPALGSPGALAGAGVGAAGPLERRGAQPGRHSVTGYGDCAVGARYQDELTALLRLTVGTGGREAGARGE.... Result: 1 (interaction). (4) The miRNA is hsa-miR-199a-3p with sequence ACAGUAGUCUGCACAUUGGUUA. The protein sequence of the target gene is MGGLRPWSRYGLLVVAHLLALGLGAVVFQALEGPPACRLQAELRAELAAFQAEHRACLPPGALEELLGTALATQAHGVSTLGNSSEGRTWDLPSALLFAASILTTTGYGHMAPLSPGGKAFCMVYAALGLPASLALVATLRHCLLPVLSRPRAWVAVHWQLSPARAALLQAVALGLLVASSFVLLPALVLWGLQGDCSLLGAVYFCFSSLSTIGLEDLLPGRGRSLHPVIYHLGQLALLGYLLLGLLAMLLAVETFSELPQVRAMGKFFRPSGPVTAEDQGGILGQDELALSTLPPAAPA.... Result: 0 (no interaction). (5) The miRNA is hsa-miR-548y with sequence AAAAGUAAUCACUGUUUUUGCC. The protein sequence of the target gene is MRRRGEIDMATEGDVELELETETSGPERPPEKPRKHDSGAADLERVTDYAEEKEIQSSNLETAMSVIGDRRSREQKAKQEREKELAKVTIKKEDLELIMTEMEISRAAAERSLREHMGNVVEALIALTN. Result: 0 (no interaction). (6) The miRNA is hsa-miR-4268 with sequence GGCUCCUCCUCUCAGGAUGUG. The protein sequence of the target gene is MAAEQDPEARAAARPLLTDLYQATMALGYWRAGRARDAAEFELFFRRCPFGGAFALAAGLRDCVRFLRAFRLRDADVQFLASVLPPDTDPAFFEHLRALDCSEVTVRALPEGSLAFPGVPLLQVSGPLLVVQLLETPLLCLVSYASLVATNAARLRLIAGPEKRLLEMGLRRAQGPDGGLTASTYSYLGGFDSSSNVLAGQLRGVPVAGTLAHSFVTSFSGSEVPPDPMLAPAAGEGPGVDLAAKAQVWLEQVCAHLGLGVQEPHPGERAAFVAYALAFPRAFQGLLDTYSVWRSGLPNF.... Result: 0 (no interaction). (7) The miRNA is hsa-miR-2467-3p with sequence AGCAGAGGCAGAGAGGCUCAGG. The protein sequence of the target gene is MAGSRGAGRTAAPSVRPEKRRSEPELEPEPEPEPPLLCTSPLSHSTGSDSGVSDSEESVFSGLEDSGSDSSEDDDEGDEEGEDGALDDEGHSGIKKTTEEQVQASTPCPRTEMASARIGDEYAEDSSDEEDIRNTVGNVPLEWYDDFPHVGYDLDGRRIYKPLRTRDELDQFLDKMDDPDYWRTVQDPMTGRDLRLTDEQVALVRRLQSGQFGDVGFNPYEPAVDFFSGDVMIHPVTNRPADKRSFIPSLVEKEKVSRMVHAIKMGWIQPRRPRDPTPSFYDLWAQEDPNAVLGRHKMHV.... Result: 0 (no interaction).